Dataset: Peptide-MHC class II binding affinity with 134,281 pairs from IEDB. Task: Regression. Given a peptide amino acid sequence and an MHC pseudo amino acid sequence, predict their binding affinity value. This is MHC class II binding data. (1) The peptide sequence is VMLLVLCAVQLLLMR. The MHC is DRB1_0101 with pseudo-sequence DRB1_0101. The binding affinity (normalized) is 0.490. (2) The peptide sequence is KGIHTVFGSAFQGLF. The MHC is HLA-DQA10201-DQB10301 with pseudo-sequence HLA-DQA10201-DQB10301. The binding affinity (normalized) is 0.648. (3) The MHC is DRB3_0202 with pseudo-sequence DRB3_0202. The peptide sequence is VADAYITLVTLPKSS. The binding affinity (normalized) is 0.466. (4) The peptide sequence is QGLRYFIMAYVNQAH. The MHC is DRB4_0101 with pseudo-sequence DRB4_0103. The binding affinity (normalized) is 1.00. (5) The peptide sequence is EKKWFAATQFEPLAA. The MHC is HLA-DPA10103-DPB10401 with pseudo-sequence HLA-DPA10103-DPB10401. The binding affinity (normalized) is 0.958. (6) The peptide sequence is NAPPAYEKLSAE. The MHC is DRB1_0101 with pseudo-sequence DRB1_0101. The binding affinity (normalized) is 0.470. (7) The peptide sequence is SDTPYRVNRYTKSAH. The MHC is DRB1_0301 with pseudo-sequence DRB1_0301. The binding affinity (normalized) is 0.410. (8) The peptide sequence is QVYPRSWSAVMLTFD. The MHC is DRB1_0405 with pseudo-sequence DRB1_0405. The binding affinity (normalized) is 0.586. (9) The peptide sequence is EKKYFAATQFVPLAA. The MHC is HLA-DPA10103-DPB10601 with pseudo-sequence HLA-DPA10103-DPB10601. The binding affinity (normalized) is 0.951. (10) The peptide sequence is TEAPAAPAEGEKPAE. The binding affinity (normalized) is 0. The MHC is HLA-DQA10101-DQB10501 with pseudo-sequence HLA-DQA10101-DQB10501.